From a dataset of Forward reaction prediction with 1.9M reactions from USPTO patents (1976-2016). Predict the product of the given reaction. Given the reactants [CH3:1][C:2]1[CH:30]=[CH:29][CH:28]=[C:27]([CH3:31])[C:3]=1[CH2:4][NH:5][C:6]1[CH:7]=[C:8]2[C:13](=[CH:14][CH:15]=1)[N:12]=[C:11]([N:16]1[CH:20]=[C:19]([C:21]([O:23]CC)=[O:22])[CH:18]=[N:17]1)[NH:10][C:9]2=O.[CH:32]1([NH2:35])[CH2:34][CH2:33]1, predict the reaction product. The product is: [CH3:1][C:2]1[CH:30]=[CH:29][CH:28]=[C:27]([CH3:31])[C:3]=1[CH2:4][NH:5][C:6]1[CH:7]=[C:8]2[C:13](=[CH:14][CH:15]=1)[N:12]=[C:11]([N:16]1[CH:20]=[C:19]([C:21]([OH:23])=[O:22])[CH:18]=[N:17]1)[N:10]=[C:9]2[NH:35][CH:32]1[CH2:34][CH2:33]1.